From a dataset of Catalyst prediction with 721,799 reactions and 888 catalyst types from USPTO. Predict which catalyst facilitates the given reaction. (1) Reactant: [CH2:1]([O:8][C:9]1[CH:14]=[CH:13][C:12]([C:15]2[NH:37][C:18]3=[N:19][C:20]([O:23][CH:24]4[CH2:29][CH2:28][N:27](C(OC(C)(C)C)=O)[CH2:26][CH2:25]4)=[CH:21][CH:22]=[C:17]3[N:16]=2)=[CH:11][CH:10]=1)[C:2]1[CH:7]=[CH:6][CH:5]=[CH:4][CH:3]=1.FC(F)(F)C(O)=O. Product: [CH2:1]([O:8][C:9]1[CH:14]=[CH:13][C:12]([C:15]2[NH:37][C:18]3=[N:19][C:20]([O:23][CH:24]4[CH2:29][CH2:28][NH:27][CH2:26][CH2:25]4)=[CH:21][CH:22]=[C:17]3[N:16]=2)=[CH:11][CH:10]=1)[C:2]1[CH:3]=[CH:4][CH:5]=[CH:6][CH:7]=1. The catalyst class is: 2. (2) Reactant: Cl[C:2]1[C:11]2=[N:12][N:13](CC3C=CC(OC)=CC=3)[CH:14]=[C:10]2[C:9]2[CH:8]=[C:7]([O:24][CH3:25])[CH:6]=[CH:5][C:4]=2[N:3]=1.[NH2:26][C:27]1[CH:37]=[CH:36][C:30]([O:31][CH2:32][C:33]([OH:35])=[O:34])=[C:29]([O:38][CH3:39])[CH:28]=1.Cl. Product: [CH3:39][O:38][C:29]1[CH:28]=[C:27]([NH:26][C:2]2[C:11]3=[N:12][NH:13][CH:14]=[C:10]3[C:9]3[CH:8]=[C:7]([O:24][CH3:25])[CH:6]=[CH:5][C:4]=3[N:3]=2)[CH:37]=[CH:36][C:30]=1[O:31][CH2:32][C:33]([OH:35])=[O:34]. The catalyst class is: 71. (3) Reactant: [H-].[Na+].[Br:3][C:4]1[CH:12]=[C:11]2[C:7]([CH:8]=[CH:9][NH:10]2)=[CH:6][CH:5]=1.I[CH3:14]. Product: [Br:3][C:4]1[CH:12]=[C:11]2[C:7]([CH:8]=[CH:9][N:10]2[CH3:14])=[CH:6][CH:5]=1. The catalyst class is: 7. (4) Reactant: [C:1]([C:3]1[N:8]=[CH:7][C:6]([CH2:9][O:10][C:11]2[CH:16]=[CH:15][C:14]([C:17]3[N:22]4[N:23]=[C:24]([NH:26][C:27]([CH:29]5[CH2:31][CH2:30]5)=[O:28])[N:25]=[C:21]4[CH:20]=[CH:19][CH:18]=3)=[CH:13][CH:12]=2)=[CH:5][CH:4]=1)#[N:2].C([O-])([O-])=[O:33].[K+].[K+].OO. Product: [CH:29]1([C:27]([NH:26][C:24]2[N:25]=[C:21]3[CH:20]=[CH:19][CH:18]=[C:17]([C:14]4[CH:13]=[CH:12][C:11]([O:10][CH2:9][C:6]5[CH:5]=[CH:4][C:3]([C:1]([NH2:2])=[O:33])=[N:8][CH:7]=5)=[CH:16][CH:15]=4)[N:22]3[N:23]=2)=[O:28])[CH2:30][CH2:31]1. The catalyst class is: 16. (5) Reactant: [F:1][C:2]1[CH:7]=[CH:6][C:5]([F:8])=[CH:4][C:3]=1[C@H:9]1[CH2:13][CH2:12][CH2:11][N:10]1[C:14]1[CH:15]=[CH:16][C:17]2[N:18]([C:20]([NH2:23])=[CH:21][N:22]=2)[N:19]=1.[F:24][C:25]([F:36])([F:35])[C:26](O[C:26](=[O:27])[C:25]([F:36])([F:35])[F:24])=[O:27].N1C=CC=CC=1. Product: [F:1][C:2]1[CH:7]=[CH:6][C:5]([F:8])=[CH:4][C:3]=1[C@H:9]1[CH2:13][CH2:12][CH2:11][N:10]1[C:14]1[CH:15]=[CH:16][C:17]2[N:18]([C:20]([NH:23][C:26](=[O:27])[C:25]([F:36])([F:35])[F:24])=[CH:21][N:22]=2)[N:19]=1. The catalyst class is: 2. (6) Reactant: [NH2:1][C:2]1[CH:11]=[C:10]2[C:5]([CH2:6][CH2:7][CH:8]([N:12]([CH2:24][CH2:25][CH2:26][N:27]3[CH2:32][CH2:31][N:30]([CH3:33])[CH2:29][CH2:28]3)[C:13]([NH:15][C:16]3[CH:21]=[CH:20][C:19]([F:22])=[C:18]([Cl:23])[CH:17]=3)=[O:14])[CH2:9]2)=[CH:4][CH:3]=1.[CH2:34]([N:36]=[C:37]=[O:38])[CH3:35]. The catalyst class is: 2. Product: [Cl:23][C:18]1[CH:17]=[C:16]([NH:15][C:13](=[O:14])[N:12]([CH:8]2[CH2:9][C:10]3[CH:11]=[C:2]([NH:1][C:37]([NH:36][CH2:34][CH3:35])=[O:38])[CH:3]=[CH:4][C:5]=3[CH2:6][CH2:7]2)[CH2:24][CH2:25][CH2:26][N:27]2[CH2:28][CH2:29][N:30]([CH3:33])[CH2:31][CH2:32]2)[CH:21]=[CH:20][C:19]=1[F:22]. (7) Reactant: [NH2:1][C:2]1[CH:3]=[CH:4][C:5]([NH:16][C:17](=[O:24])[C:18]2[CH:23]=[CH:22][CH:21]=[CH:20][CH:19]=2)=[C:6]([NH:8][C:9](=[O:15])[O:10][C:11]([CH3:14])([CH3:13])[CH3:12])[CH:7]=1.[ClH:25].[C:26]([C:30]1[CH:50]=[CH:49][C:33]([C:34]([NH:36][C:37](=[S:48])NC2C=CC(NC)=CC=2Cl)=[O:35])=[CH:32][CH:31]=1)([CH3:29])([CH3:28])[CH3:27]. Product: [C:26]([C:30]1[CH:50]=[CH:49][C:33]([C:34]([NH:36][C:37]([NH:1][C:2]2[CH:3]=[CH:4][C:5]([NH:16][C:17](=[O:24])[C:18]3[CH:19]=[CH:20][CH:21]=[CH:22][C:23]=3[Cl:25])=[C:6]([NH:8][C:9](=[O:15])[O:10][C:11]([CH3:12])([CH3:13])[CH3:14])[CH:7]=2)=[S:48])=[O:35])=[CH:32][CH:31]=1)([CH3:29])([CH3:27])[CH3:28]. The catalyst class is: 21. (8) Reactant: [CH:1]1([NH:7][C:8]([C:10]2[CH:11]=[N:12][N:13]([C:19]3[CH:20]=[C:21]([CH:26]=[CH:27][CH:28]=3)[C:22]([O:24]C)=[O:23])[C:14]=2[S:15][CH2:16][CH2:17][CH3:18])=[O:9])[CH2:6][CH2:5][CH2:4][CH2:3][CH2:2]1.[OH-].[Na+]. Product: [CH:1]1([NH:7][C:8]([C:10]2[CH:11]=[N:12][N:13]([C:19]3[CH:20]=[C:21]([CH:26]=[CH:27][CH:28]=3)[C:22]([OH:24])=[O:23])[C:14]=2[S:15][CH2:16][CH2:17][CH3:18])=[O:9])[CH2:6][CH2:5][CH2:4][CH2:3][CH2:2]1. The catalyst class is: 5.